This data is from Forward reaction prediction with 1.9M reactions from USPTO patents (1976-2016). The task is: Predict the product of the given reaction. (1) Given the reactants [OH-].[Na+].[C:3]([O:7][C:8]([NH:10][C:11]1[CH:16]=[CH:15][C:14]([C:17]2[CH2:21][N:20]([C:22]([O:24][C:25]([CH3:28])([CH3:27])[CH3:26])=[O:23])[CH:19]([C:29]([O:31]C)=[O:30])[CH:18]=2)=[CH:13][C:12]=1[O:33][CH3:34])=[O:9])([CH3:6])([CH3:5])[CH3:4], predict the reaction product. The product is: [C:25]([O:24][C:22]([N:20]1[CH2:21][C:17]([C:14]2[CH:15]=[CH:16][C:11]([NH:10][C:8]([O:7][C:3]([CH3:4])([CH3:5])[CH3:6])=[O:9])=[C:12]([O:33][CH3:34])[CH:13]=2)=[CH:18][CH:19]1[C:29]([OH:31])=[O:30])=[O:23])([CH3:26])([CH3:27])[CH3:28]. (2) Given the reactants [Cl:1][C:2]1[CH:7]=[CH:6][C:5]([S:8]([C:11]2[N:16]=[C:15]([CH2:17][C:18]3[CH:23]=[C:22]([F:24])[CH:21]=[CH:20][C:19]=3[F:25])[C:14]([CH2:26][NH:27][S:28]([C:31]3[CH:36]=[CH:35][CH:34]=[C:33]([C:37]#[N:38])[CH:32]=3)(=[O:30])=[O:29])=[CH:13][CH:12]=2)(=[O:10])=[O:9])=[CH:4][CH:3]=1.CO.[C:41]1(P(C2C=CC=CC=2)C2C=CC=CC=2)C=CC=CC=1.N(C(OC(C)C)=O)=NC(OC(C)C)=O, predict the reaction product. The product is: [Cl:1][C:2]1[CH:7]=[CH:6][C:5]([S:8]([C:11]2[N:16]=[C:15]([CH2:17][C:18]3[CH:23]=[C:22]([F:24])[CH:21]=[CH:20][C:19]=3[F:25])[C:14]([CH2:26][N:27]([CH3:41])[S:28]([C:31]3[CH:36]=[CH:35][CH:34]=[C:33]([C:37]#[N:38])[CH:32]=3)(=[O:30])=[O:29])=[CH:13][CH:12]=2)(=[O:10])=[O:9])=[CH:4][CH:3]=1.